Dataset: Catalyst prediction with 721,799 reactions and 888 catalyst types from USPTO. Task: Predict which catalyst facilitates the given reaction. (1) Reactant: [OH:1][C:2]1[C:7]([C@@H:8]2[CH2:12][CH2:11][N:10]([CH3:13])[C@H:9]2[CH2:14][OH:15])=[C:6]([O:16][CH3:17])[CH:5]=[C:4]([O:18][CH3:19])[C:3]=1[C:20](=[O:22])[CH3:21].[F:23][C:24]([F:36])([F:35])[C:25]1[CH:34]=[CH:33][C:28]([C:29](OC)=O)=[CH:27][CH:26]=1.[H-].[Na+]. Product: [OH:15][CH2:14][C@H:9]1[C@H:8]([C:7]2[C:6]([O:16][CH3:17])=[CH:5][C:4]([O:18][CH3:19])=[C:3]3[C:2]=2[O:1][C:29]([C:28]2[CH:27]=[CH:26][C:25]([C:24]([F:23])([F:35])[F:36])=[CH:34][CH:33]=2)=[CH:21][C:20]3=[O:22])[CH2:12][CH2:11][N:10]1[CH3:13]. The catalyst class is: 3. (2) Reactant: [CH:1]([C@H:4]1[C@@H:8]2[C@@H:9]3[C@@:22]([CH3:25])([CH2:23][CH2:24][C@@:7]2([C:38]([O:40][CH2:41][C:42]2[CH:47]=[CH:46][CH:45]=[CH:44][CH:43]=2)=[O:39])[CH2:6][CH2:5]1)[C@@:21]1([CH3:26])[C@@H:12]([C@:13]2([CH3:37])[C@@H:18]([CH2:19][CH2:20]1)[C:17]([CH3:28])([CH3:27])[C:16](OS(C(F)(F)F)(=O)=O)=[CH:15][CH2:14]2)[CH2:11][CH2:10]3)([CH3:3])[CH3:2].[CH3:48][O:49][C:50]([C:52]1[CH:57]=[CH:56][C:55](B(O)O)=[CH:54][CH:53]=1)=[O:51].C(=O)([O-])[O-].[Na+].[Na+]. Product: [CH:1]([C@H:4]1[C@@H:8]2[C@@H:9]3[C@@:22]([CH3:25])([CH2:23][CH2:24][C@@:7]2([C:38]([O:40][CH2:41][C:42]2[CH:43]=[CH:44][CH:45]=[CH:46][CH:47]=2)=[O:39])[CH2:6][CH2:5]1)[C@@:21]1([CH3:26])[C@@H:12]([C@:13]2([CH3:37])[C@@H:18]([CH2:19][CH2:20]1)[C:17]([CH3:27])([CH3:28])[C:16]([C:55]1[CH:56]=[CH:57][C:52]([C:50]([O:49][CH3:48])=[O:51])=[CH:53][CH:54]=1)=[CH:15][CH2:14]2)[CH2:11][CH2:10]3)([CH3:3])[CH3:2]. The catalyst class is: 70. (3) The catalyst class is: 174. Reactant: [CH2:1]([O:3][C:4]([C:6]1[C:7]([CH3:18])=[C:8]2[C:13](Cl)=[C:12]([C:15]#[N:16])[CH:11]=[N:10][N:9]2[CH:17]=1)=[O:5])[CH3:2].C([O-])([O-])=O.[K+].[K+].[O:25]([C:32]1[CH:38]=[CH:37][C:35]([NH2:36])=[CH:34][CH:33]=1)[C:26]1[CH:31]=[CH:30][CH:29]=[CH:28][CH:27]=1. Product: [CH2:1]([O:3][C:4]([C:6]1[C:7]([CH3:18])=[C:8]2[C:13]([NH:36][C:35]3[CH:34]=[CH:33][C:32]([O:25][C:26]4[CH:31]=[CH:30][CH:29]=[CH:28][CH:27]=4)=[CH:38][CH:37]=3)=[C:12]([C:15]#[N:16])[CH:11]=[N:10][N:9]2[CH:17]=1)=[O:5])[CH3:2]. (4) Reactant: [Cl:1][C:2]1[C:11]2[N:10]([CH3:12])[O:9][C@H:8]3[NH:13][C@H:14]([C:16]([O:18][C@@H:19]4[C@:28]5([OH:29])[C@H:23]([C@H:24]([C:31]([CH3:33])=[CH2:32])[CH2:25][CH2:26][C@H:27]5[CH3:30])[CH:22]=[C:21]([CH3:34])[C@H:20]4[O:35]C(=O)C)=[O:17])[CH2:15][C@@:7]3([OH:39])[C:6]=2[CH:5]=[CH:4][CH:3]=1.Cl.CCCCCC. Product: [Cl:1][C:2]1[C:11]2[N:10]([CH3:12])[O:9][C@H:8]3[NH:13][C@H:14]([C:16]([O:18][C@@H:19]4[C@:28]5([OH:29])[C@H:23]([C@H:24]([C:31]([CH3:33])=[CH2:32])[CH2:25][CH2:26][C@H:27]5[CH3:30])[CH:22]=[C:21]([CH3:34])[C@H:20]4[OH:35])=[O:17])[CH2:15][C@@:7]3([OH:39])[C:6]=2[CH:5]=[CH:4][CH:3]=1. The catalyst class is: 138. (5) Reactant: FC(F)(F)C(O)=O.[CH:8]1([C@H:14]([NH:19][C:20]([C:22]2[CH:27]=[C:26]([Cl:28])[C:25]([Cl:29])=[CH:24][C:23]=2[NH:30][C:31]([NH:33][C:34]2[C:39]([Cl:40])=[CH:38][CH:37]=[CH:36][C:35]=2[Cl:41])=[O:32])=[O:21])[C:15]([O:17]C)=[O:16])[CH2:13][CH2:12][CH2:11][CH2:10][CH2:9]1. Product: [CH:8]1([C@H:14]([NH:19][C:20]([C:22]2[CH:27]=[C:26]([Cl:28])[C:25]([Cl:29])=[CH:24][C:23]=2[NH:30][C:31]([NH:33][C:34]2[C:35]([Cl:41])=[CH:36][CH:37]=[CH:38][C:39]=2[Cl:40])=[O:32])=[O:21])[C:15]([OH:17])=[O:16])[CH2:13][CH2:12][CH2:11][CH2:10][CH2:9]1. The catalyst class is: 4. (6) Reactant: [N:1]([CH2:4][C:5]([NH:7][C:8]1[C:17]2[C:12](=[CH:13][CH:14]=[CH:15][CH:16]=2)[N:11]=[C:10]([N:18]2[CH2:24][CH2:23][CH2:22][C:21]3[CH:25]=[CH:26][CH:27]=[CH:28][C:20]=3[CH2:19]2)[CH:9]=1)=[O:6])=[N+]=[N-]. Product: [CH2:19]1[C:20]2[CH:28]=[CH:27][CH:26]=[CH:25][C:21]=2[CH2:22][CH2:23][CH2:24][N:18]1[C:10]1[CH:9]=[C:8]([NH:7][C:5](=[O:6])[CH2:4][NH2:1])[C:17]2[C:12](=[CH:13][CH:14]=[CH:15][CH:16]=2)[N:11]=1. The catalyst class is: 19. (7) The catalyst class is: 6. Product: [C@H:1]1([NH:11][C:12]2[N:13]=[CH:14][N:15]=[C:16]([NH:18][C:19](=[O:21])[CH3:20])[N:17]=2)[C:10]2[C:5](=[CH:6][CH:7]=[CH:8][CH:9]=2)[CH2:4][CH2:3][CH2:2]1. Reactant: [C@H:1]1([NH:11][C:12]2[N:17]=[C:16]([NH2:18])[N:15]=[CH:14][N:13]=2)[C:10]2[C:5](=[CH:6][CH:7]=[CH:8][CH:9]=2)[CH2:4][CH2:3][CH2:2]1.[C:19](OC(=O)C)(=[O:21])[CH3:20]. (8) Reactant: C1(P(=O)(C2C=CC=CC=2)C2C=CC=CC=2)C=CC=CC=1.FC(F)(F)S(OS(C(F)(F)F)(=O)=O)(=O)=O.C([S:43][CH:44]([CH2:69][N:70]1[CH2:75][CH2:74][S:73][CH2:72][CH2:71]1)[CH2:45][NH:46][C:47]([C:49]1[NH:50][C:51]2[C:56]([CH:57]=1)=[CH:55][CH:54]=[CH:53][C:52]=2[N:58]([CH3:68])[S:59]([C:62]1[CH:67]=[CH:66][CH:65]=[CH:64][N:63]=1)(=[O:61])=[O:60])=O)C1C=CC=CC=1. Product: [CH3:68][N:58]([C:52]1[CH:53]=[CH:54][CH:55]=[C:56]2[C:51]=1[NH:50][C:49]([C:47]1[S:43][CH:44]([CH2:69][N:70]3[CH2:71][CH2:72][S:73][CH2:74][CH2:75]3)[CH2:45][N:46]=1)=[CH:57]2)[S:59]([C:62]1[CH:67]=[CH:66][CH:65]=[CH:64][N:63]=1)(=[O:60])=[O:61]. The catalyst class is: 96. (9) The catalyst class is: 11. Reactant: [CH3:1][C:2]1[CH:6]=[C:5]([CH3:7])[N:4]([C:8]2[CH:13]=[CH:12][C:11]([O:14][CH3:15])=[CH:10][C:9]=2[CH2:16]O)[N:3]=1.C1C=CC(P([N:32]=[N+:33]=[N-:34])(C2C=CC=CC=2)=O)=CC=1.C1CCN2C(=NCCC2)CC1. Product: [N:32]([CH2:16][C:9]1[CH:10]=[C:11]([O:14][CH3:15])[CH:12]=[CH:13][C:8]=1[N:4]1[C:5]([CH3:7])=[CH:6][C:2]([CH3:1])=[N:3]1)=[N+:33]=[N-:34].